From a dataset of Catalyst prediction with 721,799 reactions and 888 catalyst types from USPTO. Predict which catalyst facilitates the given reaction. (1) Reactant: [Li+].[BH4-].[CH3:3][S:4]([N:7]1[CH2:16][CH2:15][C:14]2[C:9](=[CH:10][CH:11]=[C:12]([O:17][CH2:18][CH2:19][CH2:20][CH:21]3[CH2:26][CH2:25][N:24]([C:27]4[N:32]=[CH:31][C:30]([C:33](OC)=[O:34])=[CH:29][N:28]=4)[CH2:23][CH2:22]3)[CH:13]=2)[CH2:8]1)(=[O:6])=[O:5]. Product: [CH3:3][S:4]([N:7]1[CH2:16][CH2:15][C:14]2[C:9](=[CH:10][CH:11]=[C:12]([O:17][CH2:18][CH2:19][CH2:20][CH:21]3[CH2:26][CH2:25][N:24]([C:27]4[N:28]=[CH:29][C:30]([CH2:33][OH:34])=[CH:31][N:32]=4)[CH2:23][CH2:22]3)[CH:13]=2)[CH2:8]1)(=[O:6])=[O:5]. The catalyst class is: 1. (2) Reactant: CC([O-])(C)C.[K+].[F:7][C:8]([F:24])([F:23])[C:9]([C:15]1[CH:20]=[CH:19][C:18]([CH:21]=[CH2:22])=[CH:17][CH:16]=1)([OH:14])[C:10]([F:13])([F:12])[F:11].Br[CH2:26][C:27]([O:29][C:30]([CH3:33])([CH3:32])[CH3:31])=[O:28]. Product: [F:7][C:8]([F:23])([F:24])[C:9]([C:10]([F:12])([F:11])[F:13])([C:15]1[CH:20]=[CH:19][C:18]([CH:21]=[CH2:22])=[CH:17][CH:16]=1)[O:14][CH2:26][C:27]([O:29][C:30]([CH3:33])([CH3:32])[CH3:31])=[O:28]. The catalyst class is: 1. (3) Reactant: [CH2:1]([O:3][C:4](=[O:17])[CH2:5][CH2:6][CH2:7][CH2:8][N:9]1[CH2:14][CH2:13][O:12][C@H:11]([CH2:15][NH2:16])[CH2:10]1)[CH3:2].[NH2:18][C:19]1[C:27]([Cl:28])=[CH:26][C:22]([C:23]([OH:25])=[O:24])=[C:21]([O:29][CH3:30])[CH:20]=1.Cl.C(N=C=N[CH2:37][CH2:38][CH2:39][N:40]([CH3:42])C)C.[C:43](=O)(O)[O-].[Na+]. Product: [NH2:18][C:19]1[C:27]([Cl:28])=[CH:26][C:22]([C:23]([NH:16][CH2:15][C@@H:11]2[CH2:10][N:9]([CH2:8][CH2:7][CH2:6][CH2:5][C:4]([O:3][C@@H:1]3[CH:37]4[CH2:38][CH2:39][N:40]([CH2:42][CH2:43]4)[CH2:2]3)=[O:17])[CH2:14][CH2:13][O:12]2)=[O:25])=[C:21]([O:29][CH3:30])[CH:20]=1.[CH2:1]([O:3][C:4](=[O:17])[CH2:5][CH2:6][CH2:7][CH2:8][N:9]1[CH2:14][CH2:13][O:12][C@H:11]([CH2:15][NH:16][C:23](=[O:24])[C:22]2[CH:26]=[C:27]([Cl:28])[C:19]([NH2:18])=[CH:20][C:21]=2[O:29][CH3:30])[CH2:10]1)[CH3:2]. The catalyst class is: 4.